From a dataset of Forward reaction prediction with 1.9M reactions from USPTO patents (1976-2016). Predict the product of the given reaction. Given the reactants [CH2:1]([O:8][C:9]1[CH:14]=[CH:13][C:12]([CH2:15]O)=[CH:11][CH:10]=1)[C:2]1[CH:7]=[CH:6][CH:5]=[CH:4][CH:3]=1.P(Br)(Br)[Br:18], predict the reaction product. The product is: [CH2:1]([O:8][C:9]1[CH:14]=[CH:13][C:12]([CH2:15][Br:18])=[CH:11][CH:10]=1)[C:2]1[CH:7]=[CH:6][CH:5]=[CH:4][CH:3]=1.